From a dataset of Full USPTO retrosynthesis dataset with 1.9M reactions from patents (1976-2016). Predict the reactants needed to synthesize the given product. (1) Given the product [C:7]([C:6]1[CH:9]=[C:2]([F:1])[CH:3]=[CH:4][C:5]=1[O:10][C:11]1[CH:12]=[C:13]2[C:17](=[CH:18][CH:19]=1)[N:16]([CH2:21][C:22]([N:24]([CH3:26])[CH3:25])=[O:23])[N:15]=[CH:14]2)#[N:8], predict the reactants needed to synthesize it. The reactants are: [F:1][C:2]1[CH:3]=[CH:4][C:5]([O:10][C:11]2[CH:12]=[C:13]3[C:17](=[CH:18][CH:19]=2)[NH:16][N:15]=[CH:14]3)=[C:6]([CH:9]=1)[C:7]#[N:8].Cl[CH2:21][C:22]([N:24]([CH3:26])[CH3:25])=[O:23].C([O-])([O-])=O.[K+].[K+]. (2) Given the product [O:1]1[C:5]2[CH:6]=[CH:7][C:8]([CH2:10][C:11]3[N:15]4[N:16]=[C:17]([C:20]5[O:24][C:23]([CH2:25][N:27]6[CH2:32][CH2:31][O:30][CH2:29][CH2:28]6)=[CH:22][CH:21]=5)[CH:18]=[CH:19][C:14]4=[N:13][N:12]=3)=[CH:9][C:4]=2[CH2:3][CH2:2]1, predict the reactants needed to synthesize it. The reactants are: [O:1]1[C:5]2[CH:6]=[CH:7][C:8]([CH2:10][C:11]3[N:15]4[N:16]=[C:17]([C:20]5[O:24][C:23]([CH:25]=O)=[CH:22][CH:21]=5)[CH:18]=[CH:19][C:14]4=[N:13][N:12]=3)=[CH:9][C:4]=2[CH2:3][CH2:2]1.[NH:27]1[CH2:32][CH2:31][O:30][CH2:29][CH2:28]1.C(O[BH-](OC(=O)C)OC(=O)C)(=O)C.[Na+]. (3) Given the product [C:29]([C:28]1[N:27]=[CH:26][N:7]2[C:6]=1[C@@H:5]([CH2:31][CH3:32])[N:4]([CH:1]([CH3:2])[CH3:3])[C:13]1[N:12]=[C:11]([NH:14][C:15]3[CH:16]=[CH:17][C:18]([C:19]([NH:48][CH:45]4[CH2:44][CH2:43][N:42]([CH:39]5[CH2:40][CH2:41][N:36]([CH2:34][CH3:35])[CH2:37][CH2:38]5)[CH2:47][CH2:46]4)=[O:20])=[CH:22][C:23]=3[O:24][CH3:25])[N:10]=[CH:9][C:8]2=1)#[N:30], predict the reactants needed to synthesize it. The reactants are: [CH:1]([N:4]1[C:13]2[N:12]=[C:11]([NH:14][C:15]3[C:23]([O:24][CH3:25])=[CH:22][C:18]([C:19](O)=[O:20])=[CH:17][CH:16]=3)[N:10]=[CH:9][C:8]=2[N:7]2[CH:26]=[N:27][C:28]([C:29]#[N:30])=[C:6]2[C@H:5]1[CH2:31][CH3:32])([CH3:3])[CH3:2].Cl.[CH2:34]([N:36]1[CH2:41][CH2:40][CH:39]([N:42]2[CH2:47][CH2:46][CH:45]([NH2:48])[CH2:44][CH2:43]2)[CH2:38][CH2:37]1)[CH3:35]. (4) Given the product [CH2:1]([O:5][C:6]1[CH:11]=[CH:10][C:9]([S:13]([Cl:12])(=[O:15])=[O:14])=[CH:8][CH:7]=1)[CH2:2][CH2:3][CH3:4], predict the reactants needed to synthesize it. The reactants are: [CH2:1]([O:5][C:6]1[CH:11]=[CH:10][CH:9]=[CH:8][CH:7]=1)[CH2:2][CH2:3][CH3:4].[Cl:12][S:13](O)(=[O:15])=[O:14]. (5) Given the product [NH2:7][CH:8]1[CH2:9][CH2:10][N:11]([CH2:14][CH2:15][N:16]2[C:25]3[C:20](=[CH:21][C:22]([O:30][CH3:29])=[N:23][CH:24]=3)[CH:19]=[CH:18][C:17]2=[O:27])[CH2:12][CH2:13]1, predict the reactants needed to synthesize it. The reactants are: C(OC(=O)[NH:7][CH:8]1[CH2:13][CH2:12][N:11]([CH2:14][CH2:15][N:16]2[C:25]3[C:20](=[CH:21][C:22](Cl)=[N:23][CH:24]=3)[CH:19]=[CH:18][C:17]2=[O:27])[CH2:10][CH2:9]1)(C)(C)C.[CH3:29][O-:30].[Na+]. (6) The reactants are: C[C:2]1[N:7]=[C:6]([N:8]2[C@@H:15]3[C@@H:10]([CH2:11][CH2:12][NH:13][CH2:14]3)[CH2:9]2)[CH:5]=[CH:4][CH:3]=1.Cl[C:17]1C=CC=C(C)N=1. Given the product [CH3:17][C:4]1[CH:3]=[CH:2][N:7]=[C:6]([N:8]2[C@@H:15]3[C@@H:10]([CH2:11][CH2:12][NH:13][CH2:14]3)[CH2:9]2)[CH:5]=1, predict the reactants needed to synthesize it. (7) The reactants are: [CH:1]1[CH:6]=[CH:5][C:4]([CH2:7][O:8][CH2:9][CH:10]([OH:13])[CH2:11][OH:12])=[CH:3][CH:2]=1.[CH3:14][CH2:15][C:16](=O)[CH2:17][CH3:18].O.C1(C)C=CC(S(O)(=O)=O)=CC=1.C(=O)([O-])O.[Na+]. Given the product [CH2:7]([O:8][CH2:9][CH:10]1[CH2:11][O:12][C:16]([CH2:17][CH3:18])([CH2:15][CH3:14])[O:13]1)[C:4]1[CH:3]=[CH:2][CH:1]=[CH:6][CH:5]=1, predict the reactants needed to synthesize it.